This data is from Forward reaction prediction with 1.9M reactions from USPTO patents (1976-2016). The task is: Predict the product of the given reaction. (1) The product is: [CH3:15][CH:16]1[CH2:21][CH:20]([CH3:22])[CH2:19][N:18]([C:2]2[C:7]([F:8])=[C:6]([O:9][CH2:10][C:11]#[C:12][CH2:13][CH3:14])[N:5]=[CH:4][N:3]=2)[CH2:17]1. Given the reactants Cl[C:2]1[C:7]([F:8])=[C:6]([O:9][CH2:10][C:11]#[C:12][CH2:13][CH3:14])[N:5]=[CH:4][N:3]=1.[CH3:15][CH:16]1[CH2:21][CH:20]([CH3:22])[CH2:19][NH:18][CH2:17]1, predict the reaction product. (2) Given the reactants [O:1]1[C:5]2([CH2:9][CH2:8][CH:7]=[CH:6]2)[O:4][CH2:3][CH2:2]1.[OH-].[Na+].[CH:12](Cl)([Cl:14])[Cl:13], predict the reaction product. The product is: [Cl:13][C:12]1([Cl:14])[CH:9]2[CH:8]1[CH2:7][CH2:6][C:5]12[O:4][CH2:3][CH2:2][O:1]1. (3) Given the reactants [Br:1][C:2]1[S:3][C:4]([C:13]([C:15]2[CH:23]=[C:22]3[C:18]([CH:19]=[C:20]([C:24]4[CH:29]=[CH:28][CH:27]=[CH:26][CH:25]=4)[NH:21]3)=[CH:17][CH:16]=2)=[O:14])=[CH:5][C:6]=1[CH2:7][C:8]([O:10][CH2:11][CH3:12])=[O:9].Br[CH2:31][CH2:32][CH2:33][CH2:34][N:35]1[C:39](=[O:40])[C:38]2=[CH:41][CH:42]=[CH:43][CH:44]=[C:37]2[C:36]1=[O:45].[F-].[Cs+], predict the reaction product. The product is: [Br:1][C:2]1[S:3][C:4]([C:13]([C:15]2[CH:23]=[C:22]3[C:18]([CH:19]=[C:20]([C:24]4[CH:29]=[CH:28][CH:27]=[CH:26][CH:25]=4)[N:21]3[CH2:31][CH2:32][CH2:33][CH2:34][N:35]3[C:39](=[O:40])[C:38]4[C:37](=[CH:44][CH:43]=[CH:42][CH:41]=4)[C:36]3=[O:45])=[CH:17][CH:16]=2)=[O:14])=[CH:5][C:6]=1[CH2:7][C:8]([O:10][CH2:11][CH3:12])=[O:9]. (4) Given the reactants [H-].[Na+].[C:3]([O:6][C:7]1[CH:8]=[C:9]2[C:13](=[CH:14][CH:15]=1)[NH:12][C:11]([C:16]([O:18][CH2:19][CH3:20])=[O:17])=[CH:10]2)(=[O:5])[CH3:4].[F:21][C:22]([F:33])([F:32])[C:23]1[CH:24]=[C:25]([CH:28]=[CH:29][C:30]=1[Cl:31])[CH2:26]Br, predict the reaction product. The product is: [C:3]([O:6][C:7]1[CH:8]=[C:9]2[C:13](=[CH:14][CH:15]=1)[N:12]([CH2:26][C:25]1[CH:28]=[CH:29][C:30]([Cl:31])=[C:23]([C:22]([F:33])([F:21])[F:32])[CH:24]=1)[C:11]([C:16]([O:18][CH2:19][CH3:20])=[O:17])=[CH:10]2)(=[O:5])[CH3:4]. (5) Given the reactants C1(P(C2C=CC=CC=2)C2C=CC=CC=2)C=CC=CC=1.[N:20]([CH2:23][C@@H:24]1[CH2:27][C@H:26]([N:28]2[C:32]3[N:33]=[CH:34][N:35]=[C:36]([NH2:37])[C:31]=3[C:30]([I:38])=[CH:29]2)[CH2:25]1)=[N+]=[N-].[OH-].[NH4+].CO, predict the reaction product. The product is: [NH2:20][CH2:23][C@@H:24]1[CH2:27][C@H:26]([N:28]2[C:32]3[N:33]=[CH:34][N:35]=[C:36]([NH2:37])[C:31]=3[C:30]([I:38])=[CH:29]2)[CH2:25]1. (6) Given the reactants CO[CH:3](OC)[CH:4]([NH2:6])[CH3:5].[C:9](N1C=CN=C1)(N1C=CN=C1)=[S:10].C(N(CC)CC)C.[N:28]1([CH2:33][CH2:34][CH2:35][O:36][C:37]2[CH:42]=[CH:41][C:40]([C:43]3([CH2:49][NH2:50])[CH2:48][CH2:47][O:46][CH2:45][CH2:44]3)=[CH:39][CH:38]=2)[CH2:32][CH2:31][CH2:30][CH2:29]1.Cl, predict the reaction product. The product is: [CH3:3][C:4]1[N:6]=[C:9]([SH:10])[N:50]([CH2:49][C:43]2([C:40]3[CH:41]=[CH:42][C:37]([O:36][CH2:35][CH2:34][CH2:33][N:28]4[CH2:32][CH2:31][CH2:30][CH2:29]4)=[CH:38][CH:39]=3)[CH2:44][CH2:45][O:46][CH2:47][CH2:48]2)[CH:5]=1. (7) Given the reactants Cl.Cl.[N:3]1[N:4]=[C:5]([C:12]2[CH:21]=[CH:20][C:19]3[C:14](=[C:15]([O:22][CH2:23][C:24]4([F:30])[CH2:29][CH2:28][NH:27][CH2:26][CH2:25]4)[CH:16]=[CH:17][CH:18]=3)[N:13]=2)[N:6]2[CH:11]=[CH:10][CH:9]=[CH:8][C:7]=12.CN(C=O)C.Br[CH2:37][C:38]([NH2:40])=[O:39], predict the reaction product. The product is: [N:3]1[N:4]=[C:5]([C:12]2[CH:21]=[CH:20][C:19]3[C:14](=[C:15]([O:22][CH2:23][C:24]4([F:30])[CH2:29][CH2:28][N:27]([CH2:37][C:38]([NH2:40])=[O:39])[CH2:26][CH2:25]4)[CH:16]=[CH:17][CH:18]=3)[N:13]=2)[N:6]2[CH:11]=[CH:10][CH:9]=[CH:8][C:7]=12. (8) The product is: [C:1]1([C:7]2[S:11][C:10]3[CH2:12][CH2:13][CH2:14][C:9]=3[C:8]=2[C:15]([OH:17])=[O:16])[CH:2]=[CH:3][CH:4]=[CH:5][CH:6]=1. Given the reactants [C:1]1([C:7]2[S:11][C:10]3[CH2:12][CH2:13][CH2:14][C:9]=3[C:8]=2[C:15]([O:17]C)=[O:16])[CH:6]=[CH:5][CH:4]=[CH:3][CH:2]=1.[OH-].[Na+].Cl, predict the reaction product. (9) Given the reactants [NH2:1][C:2]1[CH:3]=[C:4]([NH:18][C:19](=[O:21])[CH3:20])[CH:5]=[CH:6][C:7]=1[NH:8][CH2:9][CH:10]1[CH2:15][CH2:14][C:13]([F:17])([F:16])[CH2:12][CH2:11]1.[CH3:22][C:23]([CH3:28])([CH3:27])[C:24](Cl)=O, predict the reaction product. The product is: [C:23]([C:28]1[N:8]([CH2:9][CH:10]2[CH2:15][CH2:14][C:13]([F:17])([F:16])[CH2:12][CH2:11]2)[C:7]2[CH:6]=[CH:5][C:4]([NH:18][C:19](=[O:21])[CH3:20])=[CH:3][C:2]=2[N:1]=1)([CH3:27])([CH3:24])[CH3:22]. (10) Given the reactants [CH:1]1([CH2:4][N:5]2[CH2:24][CH2:23][C@:12]34[C:13]5[C:14]6[O:22][C@H:11]3[C:10](=[O:25])[CH2:9][CH2:8][C@@:7]4([OH:26])[C@H:6]2[CH2:19][C:18]=5[CH:17]=[CH:16][C:15]=6[C:20]#[N:21])[CH2:3][CH2:2]1.C(=O)([O-])[O-:28].[K+].[K+].OO, predict the reaction product. The product is: [CH:1]1([CH2:4][N:5]2[CH2:24][CH2:23][C@:12]34[C:13]5[C:14]6[O:22][C@H:11]3[C:10](=[O:25])[CH2:9][CH2:8][C@@:7]4([OH:26])[C@H:6]2[CH2:19][C:18]=5[CH:17]=[CH:16][C:15]=6[C:20]([NH2:21])=[O:28])[CH2:3][CH2:2]1.